Dataset: Catalyst prediction with 721,799 reactions and 888 catalyst types from USPTO. Task: Predict which catalyst facilitates the given reaction. (1) Reactant: C([O-])([O-])=O.[K+].[K+].[CH2:7](Br)[C:8]1[CH:13]=[CH:12][CH:11]=[CH:10][CH:9]=1.[OH:15][C:16]1[CH:24]=[CH:23][CH:22]=[C:21]([OH:25])[C:17]=1[C:18]([NH2:20])=[O:19]. Product: [CH2:7]([O:15][C:16]1[C:17]([C:18]([NH2:20])=[O:19])=[C:21]([OH:25])[CH:22]=[CH:23][CH:24]=1)[C:8]1[CH:13]=[CH:12][CH:11]=[CH:10][CH:9]=1. The catalyst class is: 21. (2) Reactant: [NH2:1][C:2]1[CH:7]=[CH:6][CH:5]=[C:4]([C:8]([O:10][CH3:11])=[O:9])[C:3]=1[C:12]#[C:13][C@@:14]1([CH3:29])[CH2:18][CH2:17][CH2:16][N:15]1[C:19]([O:21][CH2:22][C:23]1[CH:28]=[CH:27][CH:26]=[CH:25][CH:24]=1)=[O:20].BrC(Br)C. Product: [CH2:22]([O:21][C:19]([N:15]1[CH2:16][CH2:17][CH2:18][C@@:14]1([C:13]1[NH:1][C:2]2[CH:7]=[CH:6][CH:5]=[C:4]([C:8]([O:10][CH3:11])=[O:9])[C:3]=2[CH:12]=1)[CH3:29])=[O:20])[C:23]1[CH:24]=[CH:25][CH:26]=[CH:27][CH:28]=1. The catalyst class is: 490.